Dataset: Reaction yield outcomes from USPTO patents with 853,638 reactions. Task: Predict the reaction yield, written as a fraction of the theoretical maximum amount of product (1.0 means a 100% yield; for example, 0.34 means a 34% yield). (1) The reactants are [Cl:1][C:2]1[C:10]2[S:9][C:8]([C:11](O)=[O:12])=[CH:7][C:6]=2[CH:5]=[CH:4][CH:3]=1.O. The catalyst is O1CCCC1. The product is [Cl:1][C:2]1[C:10]2[S:9][C:8]([CH2:11][OH:12])=[CH:7][C:6]=2[CH:5]=[CH:4][CH:3]=1. The yield is 0.900. (2) The catalyst is CS(C)=O. The reactants are Cl[CH2:2][CH2:3][CH2:4][S:5]([N:8]1[CH2:13][CH2:12][CH:11]([C:14]2[C:22]3[C:17](=[C:18]([C:29]([NH2:31])=[O:30])[CH:19]=[C:20]([C:23]4[CH:28]=[CH:27][CH:26]=[CH:25][CH:24]=4)[CH:21]=3)[NH:16][CH:15]=2)[CH2:10][CH2:9]1)(=[O:7])=[O:6].[CH2:32]([C:34]1[CH:35]=[C:36]([OH:40])[CH:37]=[CH:38][CH:39]=1)[CH3:33].C([O-])([O-])=O.[K+].[K+].[I-].[Na+]. The yield is 0.180. The product is [CH2:32]([C:34]1[CH:35]=[C:36]([O:40][CH2:2][CH2:3][CH2:4][S:5]([N:8]2[CH2:13][CH2:12][CH:11]([C:14]3[C:22]4[C:17](=[C:18]([C:29]([NH2:31])=[O:30])[CH:19]=[C:20]([C:23]5[CH:28]=[CH:27][CH:26]=[CH:25][CH:24]=5)[CH:21]=4)[NH:16][CH:15]=3)[CH2:10][CH2:9]2)(=[O:7])=[O:6])[CH:37]=[CH:38][CH:39]=1)[CH3:33]. (3) The reactants are [CH3:1][C:2]1([CH3:25])[CH2:7][C:6]([CH3:9])([CH3:8])[CH2:5][C:4](=[C:10]([C:18]2[CH:23]=[CH:22][C:21]([OH:24])=[CH:20][CH:19]=2)[C:11]2[CH:16]=[CH:15][C:14]([OH:17])=[CH:13][CH:12]=2)[CH2:3]1.C([O-])([O-])=O.[K+].[K+].Br[CH2:33][C:34]#[N:35]. The catalyst is CC(C)=O. The product is [OH:24][C:21]1[CH:20]=[CH:19][C:18]([C:10](=[C:4]2[CH2:3][C:2]([CH3:25])([CH3:1])[CH2:7][C:6]([CH3:8])([CH3:9])[CH2:5]2)[C:11]2[CH:12]=[CH:13][C:14]([O:17][CH2:33][C:34]#[N:35])=[CH:15][CH:16]=2)=[CH:23][CH:22]=1. The yield is 0.290. (4) The reactants are C([O:3][C:4]([C:6]1[CH:7]=[N:8][N:9]([C:11]2[N:15](COCCOC)[C:14]3[CH:22]=[C:23]([Cl:28])[C:24]([Cl:27])=[C:25]([Cl:26])[C:13]=3[N:12]=2)[CH:10]=1)=[O:5])C.Cl. The catalyst is C(O)(=O)C. The product is [Cl:26][C:25]1[C:13]2[N:12]=[C:11]([N:9]3[CH:10]=[C:6]([C:4]([OH:5])=[O:3])[CH:7]=[N:8]3)[NH:15][C:14]=2[CH:22]=[C:23]([Cl:28])[C:24]=1[Cl:27]. The yield is 0.740.